Dataset: Full USPTO retrosynthesis dataset with 1.9M reactions from patents (1976-2016). Task: Predict the reactants needed to synthesize the given product. (1) Given the product [CH:32]1([CH2:31][O:30][C:22]2[CH:23]=[CH:24][C:25]3[O:26][CH2:27][O:28][C:29]=3[C:21]=2[C:20]2[CH:19]=[CH:18][N:17]=[C:16]3[C:12]([C:10]([NH:9][C@H:6]4[CH2:7][CH2:8][C@@H:3]([NH:2][C:40](=[O:39])[CH2:41][OH:42])[CH2:4][CH2:5]4)=[O:11])=[C:13]([CH3:35])[NH:14][C:15]=23)[CH2:33][CH2:34]1, predict the reactants needed to synthesize it. The reactants are: Cl.[NH2:2][C@@H:3]1[CH2:8][CH2:7][C@H:6]([NH:9][C:10]([C:12]2[C:16]3=[N:17][CH:18]=[CH:19][C:20]([C:21]4[C:29]5[O:28][CH2:27][O:26][C:25]=5[CH:24]=[CH:23][C:22]=4[O:30][CH2:31][CH:32]4[CH2:34][CH2:33]4)=[C:15]3[NH:14][C:13]=2[CH3:35])=[O:11])[CH2:5][CH2:4]1.C([O:39][CH2:40][C:41](Cl)=[O:42])(=O)C. (2) The reactants are: CC1(C)C2C(=C(P(C3C=CC=CC=3)C3C=CC=CC=3)C=CC=2)OC2C(P(C3C=CC=CC=3)C3C=CC=CC=3)=CC=CC1=2.Br[C:44]1[S:48][C:47]([NH:49][C:50]([C:52]2[CH:56]=[CH:55][NH:54][N:53]=2)=[O:51])=[C:46]([C:57](=[O:59])[NH2:58])[CH:45]=1.[C:60]1([CH2:66][SH:67])[CH:65]=[CH:64][CH:63]=[CH:62][CH:61]=1.CCN(C(C)C)C(C)C. Given the product [CH2:66]([S:67][C:44]1[S:48][C:47]([NH:49][C:50]([C:52]2[CH:56]=[CH:55][NH:54][N:53]=2)=[O:51])=[C:46]([C:57](=[O:59])[NH2:58])[CH:45]=1)[C:60]1[CH:65]=[CH:64][CH:63]=[CH:62][CH:61]=1, predict the reactants needed to synthesize it. (3) Given the product [CH3:1][C:2]1[CH2:7][CH:6]([CH3:8])[CH2:5][C:4](=[O:9])[C:3]=1[C:10]([O:12][CH2:13][CH3:14])=[O:11], predict the reactants needed to synthesize it. The reactants are: [CH3:1][CH:2]1[CH2:7][CH:6]([CH3:8])[CH2:5][C:4](=[O:9])[CH:3]1[C:10]([O:12][CH2:13][CH3:14])=[O:11].[H-].[Na+].C1([Se]Cl)C=CC=CC=1.C(=O)(O)[O-].[Na+]. (4) Given the product [CH3:1][C:2]([CH3:51])([CH3:50])[C:3](=[O:49])[CH2:4][O:5][C:6]([C:8]1([C:39]([OH:41])=[O:40])[CH2:9][CH2:10][N:11]([CH2:14][C:15]2[CH:16]=[CH:17][C:18]([C:21]3[N:25]=[C:24]([C:26]4[CH:31]=[CH:30][C:29]([C:32]5[CH:37]=[CH:36][CH:35]=[CH:34][CH:33]=5)=[C:28]([F:38])[CH:27]=4)[O:23][N:22]=3)=[CH:19][CH:20]=2)[CH2:12][CH2:13]1)=[O:7], predict the reactants needed to synthesize it. The reactants are: [CH3:1][C:2]([CH3:51])([CH3:50])[C:3](=[O:49])[CH2:4][O:5][C:6]([C:8]1([C:39]([O:41]CC2C=CC=CC=2)=[O:40])[CH2:13][CH2:12][N:11]([CH2:14][C:15]2[CH:20]=[CH:19][C:18]([C:21]3[N:25]=[C:24]([C:26]4[CH:31]=[CH:30][C:29]([C:32]5[CH:37]=[CH:36][CH:35]=[CH:34][CH:33]=5)=[C:28]([F:38])[CH:27]=4)[O:23][N:22]=3)=[CH:17][CH:16]=2)[CH2:10][CH2:9]1)=[O:7].C(OCC)(=O)C.O1CCCC1. (5) The reactants are: [OH:1][C:2]1[CH:3]=[C:4]([C:8]([F:11])([F:10])[F:9])[CH:5]=[CH:6][CH:7]=1.F[C:13]1[CH:18]=[CH:17][CH:16]=[CH:15][C:14]=1[N+:19]([O-:21])=[O:20].[F:22][C:23]([F:39])([F:38])[C:24]1[CH:25]=[C:26]([CH:35]=[CH:36][CH:37]=1)[O:27][C:28]1[CH:34]=[CH:33][CH:32]=[CH:31][C:29]=1[NH2:30].[NH2:40][C:41]1[S:42][CH:43]=[CH:44][N:45]=1. Given the product [F:11][C:8]([F:9])([F:10])[C:4]1[CH:3]=[C:2]([CH:7]=[CH:6][CH:5]=1)[O:1][C:13]1[CH:18]=[CH:17][CH:16]=[CH:15][C:14]=1[N+:19]([O-:21])=[O:20].[F:22][C:23]([F:38])([F:39])[C:24]1[CH:25]=[C:26]([CH:35]=[CH:36][CH:37]=1)[O:27][C:28]1[CH:34]=[CH:33][CH:32]=[CH:31][C:29]=1[NH:30][C:2]([NH:40][C:41]1[S:42][CH:43]=[CH:44][N:45]=1)=[O:1], predict the reactants needed to synthesize it. (6) Given the product [CH3:17][N:16]1[CH:14]2[CH2:13][CH2:12][CH:11]1[CH2:10][C:9](=[CH:8][C:4]1[CH:3]=[C:2]([C:24]3[CH:23]=[CH:22][CH:21]=[C:20]([C:18]#[N:19])[CH:25]=3)[CH:7]=[CH:6][CH:5]=1)[CH2:15]2, predict the reactants needed to synthesize it. The reactants are: Br[C:2]1[CH:3]=[C:4]([CH:8]=[C:9]2[CH2:15][CH:14]3[N:16]([CH3:17])[CH:11]([CH2:12][CH2:13]3)[CH2:10]2)[CH:5]=[CH:6][CH:7]=1.[C:18]([C:20]1[CH:21]=[C:22](B(O)O)[CH:23]=[CH:24][CH:25]=1)#[N:19].C([O-])([O-])=O.[K+].[K+]. (7) Given the product [CH3:30][O:1][C:2]1[N:6]=[CH:5][N:4]([CH2:7][C:8]2[CH:13]=[CH:12][C:11]([NH:14][C:15]([C:17]3[C:26]4[C:21](=[CH:22][CH:23]=[CH:24][CH:25]=4)[CH:20]=[CH:19][CH:18]=3)=[O:16])=[CH:10][CH:9]=2)[C:3]=1[C:27]([NH2:29])=[O:28], predict the reactants needed to synthesize it. The reactants are: [OH:1][C:2]1[N:6]=[CH:5][N:4]([CH2:7][C:8]2[CH:13]=[CH:12][C:11]([NH:14][C:15]([C:17]3[C:26]4[C:21](=[CH:22][CH:23]=[CH:24][CH:25]=4)[CH:20]=[CH:19][CH:18]=3)=[O:16])=[CH:10][CH:9]=2)[C:3]=1[C:27]([NH2:29])=[O:28].[C:30](=O)([O-])[O-].[K+].[K+].CI. (8) The reactants are: [CH3:1][C:2]1[CH:7]=[CH:6][CH:5]=[N+:4]([O-])[C:3]=1[C:9]#[N:10].O=P(Cl)(Cl)[Cl:13]. Given the product [Cl:13][C:5]1[N:4]=[C:3]([C:9]#[N:10])[C:2]([CH3:1])=[CH:7][CH:6]=1, predict the reactants needed to synthesize it. (9) Given the product [C:1]1([S:7]([N:11]2[CH2:12][CH2:13][CH:14]([N:17]3[CH:21]=[C:20]([O:22][C:23]4[N:24]=[C:25]([OH:33])[C:26]5[CH:32]=[CH:31][N:30]=[CH:29][C:27]=5[N:28]=4)[CH:19]=[N:18]3)[CH2:15][CH2:16]2)(=[O:9])=[O:8])[CH:6]=[CH:5][CH:4]=[CH:3][CH:2]=1, predict the reactants needed to synthesize it. The reactants are: [C:1]1([S:7](Cl)(=[O:9])=[O:8])[CH:6]=[CH:5][CH:4]=[CH:3][CH:2]=1.[NH:11]1[CH2:16][CH2:15][CH:14]([N:17]2[CH:21]=[C:20]([O:22][C:23]3[N:24]=[C:25]([OH:33])[C:26]4[CH:32]=[CH:31][N:30]=[CH:29][C:27]=4[N:28]=3)[CH:19]=[N:18]2)[CH2:13][CH2:12]1. (10) Given the product [CH:1]([N:4]1[C:9]2=[N:10][C:11]([NH:14][C:15]3[CH:16]=[CH:17][C:18]([N:21]4[CH:25]=[CH:24][CH:23]=[N:22]4)=[CH:19][CH:20]=3)=[N:12][CH:13]=[C:8]2[CH:7]=[N:6][C:5]1=[O:26])([CH3:3])[CH3:2], predict the reactants needed to synthesize it. The reactants are: [CH:1]([N:4]1[C:9]2=[N:10][C:11]([NH:14][C:15]3[CH:20]=[CH:19][C:18]([N:21]4[CH:25]=[CH:24][CH:23]=[N:22]4)=[CH:17][CH:16]=3)=[N:12][CH:13]=[C:8]2[CH2:7][NH:6][C:5]1=[O:26])([CH3:3])[CH3:2].FC(F)(F)C(O)=O.CC(C)([O-])C.[K+].